Dataset: Peptide-MHC class I binding affinity with 185,985 pairs from IEDB/IMGT. Task: Regression. Given a peptide amino acid sequence and an MHC pseudo amino acid sequence, predict their binding affinity value. This is MHC class I binding data. (1) The peptide sequence is ITDEINQIK. The MHC is HLA-A69:01 with pseudo-sequence HLA-A69:01. The binding affinity (normalized) is 0.0847. (2) The peptide sequence is GGAGNDTLV. The MHC is H-2-Kb with pseudo-sequence H-2-Kb. The binding affinity (normalized) is 0. (3) The peptide sequence is TTTAQGTSMY. The binding affinity (normalized) is 0.0186. The MHC is HLA-A02:01 with pseudo-sequence HLA-A02:01. (4) The peptide sequence is YLPYDIFCR. The MHC is HLA-A02:03 with pseudo-sequence HLA-A02:03. The binding affinity (normalized) is 0.0847. (5) The binding affinity (normalized) is 0.574. The MHC is HLA-A11:01 with pseudo-sequence HLA-A11:01. The peptide sequence is LIWAYLSKK. (6) The peptide sequence is RWFVRNPFF. The MHC is HLA-B15:42 with pseudo-sequence HLA-B15:42. The binding affinity (normalized) is 0.213. (7) The peptide sequence is YTLNNGVAM. The MHC is HLA-C05:01 with pseudo-sequence HLA-C05:01. The binding affinity (normalized) is 0.429.